From a dataset of Reaction yield outcomes from USPTO patents with 853,638 reactions. Predict the reaction yield, written as a fraction of the theoretical maximum amount of product (1.0 means a 100% yield; for example, 0.34 means a 34% yield). (1) The reactants are O[C@@H]1CC[C@H](NC(NC23CC4CC(CC(C4)C2)C3)=O)CC1.[CH2:22]([O:29][C@H:30]1[CH2:35][CH2:34][C@H:33]([NH:36][C:37]([NH:39][C:40]23[CH2:49][CH:44]4[CH2:45][CH:46]([CH2:48][CH:42]([CH2:43]4)[CH2:41]2)[CH2:47]3)=[O:38])[CH2:32][CH2:31]1)[C:23]1[CH:28]=[CH:27][CH:26]=[CH:25][CH:24]=1.C(Br)C1C=CC=CC=1.[H-].[Na+]. No catalyst specified. The product is [CH2:22]([O:29][C@@H:30]1[CH2:35][CH2:34][C@H:33]([NH:36][C:37]([NH:39][C:40]23[CH2:47][CH:46]4[CH2:48][CH:42]([CH2:43][CH:44]([CH2:45]4)[CH2:49]2)[CH2:41]3)=[O:38])[CH2:32][CH2:31]1)[C:23]1[CH:24]=[CH:25][CH:26]=[CH:27][CH:28]=1. The yield is 0.600. (2) The reactants are ClC1C=C(C=CC=1)CN1CCC2(C3C(=O)N(C[C@H](N[CH2:30][CH2:31][CH2:32][C:33]([OH:35])=[O:34])C4C=CC=CC=4)C(=O)N(CC4C(C(F)(F)F)=CC=CC=4F)C=3CO2)CC1.[NH2:52][C@H:53]([C:90]1[CH:95]=[CH:94][CH:93]=[CH:92][CH:91]=1)[CH2:54][N:55]1[C:60](=[O:61])[C:59]2[C:62]3([O:75][CH2:76][C:58]=2[N:57]([CH2:77][C:78]2[C:83]([C:84]([F:87])([F:86])[F:85])=[CH:82][CH:81]=[CH:80][C:79]=2[F:88])[C:56]1=[O:89])[CH2:67][CH2:66][N:65]([CH2:68][C:69]1[O:70][C:71]([Br:74])=[CH:72][CH:73]=1)[CH2:64][CH2:63]3. No catalyst specified. The product is [Br:74][C:71]1[O:70][C:69]([CH2:68][N:65]2[CH2:64][CH2:63][C:62]3([C:59]4[C:60](=[O:61])[N:55]([CH2:54][C@H:53]([NH:52][CH2:30][CH2:31][CH2:32][C:33]([OH:35])=[O:34])[C:90]5[CH:91]=[CH:92][CH:93]=[CH:94][CH:95]=5)[C:56](=[O:89])[N:57]([CH2:77][C:78]5[C:83]([C:84]([F:87])([F:86])[F:85])=[CH:82][CH:81]=[CH:80][C:79]=5[F:88])[C:58]=4[CH2:76][O:75]3)[CH2:67][CH2:66]2)=[CH:73][CH:72]=1. The yield is 0.420. (3) The reactants are [F:1][C:2]1[CH:3]=[C:4]2[C:9](=[C:10]([OH:12])[CH:11]=1)[N:8]=[C:7]([CH3:13])[CH:6]=[CH:5]2.I[CH:15]([CH3:17])[CH3:16].C([O-])([O-])=O.[K+].[K+].O. The catalyst is CC(C)=O. The product is [F:1][C:2]1[CH:3]=[C:4]2[C:9](=[C:10]([O:12][CH:15]([CH3:17])[CH3:16])[CH:11]=1)[N:8]=[C:7]([CH3:13])[CH:6]=[CH:5]2. The yield is 0.890. (4) The reactants are [CH3:1][O:2][C:3]([C:5]1[NH:6][C:7]2[C:12]([C:13](=[O:15])[CH:14]=1)=[CH:11][C:10]([O:16][CH3:17])=[CH:9][C:8]=2[Br:18])=[O:4].[H-].[Na+].[CH3:21][Si:22]([CH3:29])([CH3:28])[CH2:23][CH2:24][O:25][CH2:26]Cl.O. The catalyst is CN1C(=O)CCC1. The product is [CH3:1][O:2][C:3]([C:5]1[CH:14]=[C:13]([O:15][CH2:26][O:25][CH2:24][CH2:23][Si:22]([CH3:29])([CH3:28])[CH3:21])[C:12]2[C:7](=[C:8]([Br:18])[CH:9]=[C:10]([O:16][CH3:17])[CH:11]=2)[N:6]=1)=[O:4]. The yield is 1.00. (5) The reactants are [CH3:1][O:2][C:3]1[CH:11]=[CH:10][CH:9]=[C:8]([N+:12]([O-:14])=[O:13])[C:4]=1[C:5]([OH:7])=O.[NH2:15][CH:16]1[CH2:21][CH2:20][N:19]([CH2:22][C:23]2[CH:28]=[CH:27][CH:26]=[CH:25][CH:24]=2)[CH2:18][CH2:17]1.ON1C2C=CC=CC=2N=N1.CN(C)CCCN=C=NCC.C(N(CC)CC)C. The catalyst is C(OCC)(=O)C. The product is [CH2:22]([N:19]1[CH2:20][CH2:21][CH:16]([NH:15][C:5](=[O:7])[C:4]2[C:8]([N+:12]([O-:14])=[O:13])=[CH:9][CH:10]=[CH:11][C:3]=2[O:2][CH3:1])[CH2:17][CH2:18]1)[C:23]1[CH:24]=[CH:25][CH:26]=[CH:27][CH:28]=1. The yield is 0.860.